This data is from Reaction yield outcomes from USPTO patents with 853,638 reactions. The task is: Predict the reaction yield, written as a fraction of the theoretical maximum amount of product (1.0 means a 100% yield; for example, 0.34 means a 34% yield). (1) The reactants are [C:1]([NH2:9])(=[O:8])[C:2]1[CH:7]=[CH:6][CH:5]=[CH:4][CH:3]=1.C([O-])([O-])=O.[K+].[K+].[C@@H]1(N)CCCC[C@H]1N.Br[C:25]1[CH:30]=[CH:29][CH:28]=[CH:27][C:26]=1[O:31][CH3:32]. The catalyst is [Cu]I.O1CCOCC1. The product is [CH3:32][O:31][C:26]1[CH:27]=[CH:28][CH:29]=[CH:30][C:25]=1[NH:9][C:1](=[O:8])[C:2]1[CH:7]=[CH:6][CH:5]=[CH:4][CH:3]=1. The yield is 0.830. (2) The reactants are [Br:1][C:2]1[CH:3]=[C:4]2[C:9](=[CH:10][CH:11]=1)[N:8]=[CH:7][C:6]([C:12](=[O:14])[CH3:13])=[C:5]2Cl.[CH3:16][N:17]1[CH2:22][CH2:21][CH:20]([N:23]2[CH:27]=[C:26]([NH2:28])[CH:25]=[N:24]2)[CH2:19][CH2:18]1. No catalyst specified. The product is [Br:1][C:2]1[CH:3]=[C:4]2[C:9](=[CH:10][CH:11]=1)[N:8]=[CH:7][C:6]([C:12](=[O:14])[CH3:13])=[C:5]2[NH:28][C:26]1[CH:25]=[N:24][N:23]([CH:20]2[CH2:21][CH2:22][N:17]([CH3:16])[CH2:18][CH2:19]2)[CH:27]=1. The yield is 0.520. (3) The reactants are [OH:1][C:2]1[C:19]2[CH2:18][C@@:17]([OH:24])([C:20](=[O:23])[CH2:21][OH:22])[CH2:16][C@H:15]([O:25][C@@H:26]3[O:40][C@@H:39]([CH3:41])[C@H:29]4[O:30][C@H:31]5[N:36]([C@H:28]4[CH2:27]3)[CH2:35][CH2:34][O:33][C@@H:32]5[O:37][CH3:38])[C:14]=2[C:13]([OH:42])=[C:12]2[C:3]=1[C:4](=[O:46])[C:5]1[CH:6]=[CH:7][CH:8]=[C:9]([O:44][CH3:45])[C:10]=1[C:11]2=[O:43].[O:47]1[CH:52]=[CH:51][CH2:50][CH2:49][CH:48]1[CH2:53][O:54][CH2:55][C:56]([O:58][CH2:59][CH3:60])=[O:57].C1(C)C=CC(S(O)(=O)=O)=CC=1.C(=O)(O)[O-].[Na+]. The catalyst is ClCCl.CO. The product is [O:23]=[C:20]([C@@:17]1([OH:24])[CH2:16][C@H:15]([O:25][C@@H:26]2[O:40][C@@H:39]([CH3:41])[C@H:29]3[O:30][C@H:31]4[N:36]([C@H:28]3[CH2:27]2)[CH2:35][CH2:34][O:33][C@@H:32]4[O:37][CH3:38])[C:14]2[C:19](=[C:2]([OH:1])[C:3]3[C:4](=[O:46])[C:5]4[C:10]([C:11](=[O:43])[C:12]=3[C:13]=2[OH:42])=[C:9]([O:44][CH3:45])[CH:8]=[CH:7][CH:6]=4)[CH2:18]1)[CH2:21][O:22][CH:52]1[O:47][CH:48]([CH2:53][O:54][CH2:55][C:56]([O:58][CH2:59][CH3:60])=[O:57])[CH2:49][CH2:50][CH2:51]1. The yield is 0.620. (4) The reactants are [Br:1][C:2]1[CH:3]=[C:4]([CH:8]=[C:9]([C:11]([F:14])([F:13])[F:12])[CH:10]=1)[C:5]([OH:7])=O.[NH:15]1[CH2:20][CH2:19][S:18][CH2:17][CH2:16]1.C1C=CC2N(O)N=NC=2C=1.CCN=C=NCCCN(C)C.C(=O)([O-])O.[Na+]. The catalyst is C(#N)C. The product is [Br:1][C:2]1[CH:3]=[C:4]([C:5]([N:15]2[CH2:20][CH2:19][S:18][CH2:17][CH2:16]2)=[O:7])[CH:8]=[C:9]([C:11]([F:14])([F:13])[F:12])[CH:10]=1. The yield is 0.940. (5) The reactants are [F:1][C:2]1[CH:45]=[CH:44][C:5]([CH2:6][C:7]2[N:11]([CH2:12][C:13]([O:15]C(C)(C)C)=[O:14])[N:10]=[C:9]([C:20]3[N:21]=[CH:22][N:23](C(C4C=CC=CC=4)(C4C=CC=CC=4)C4C=CC=CC=4)[CH:24]=3)[CH:8]=2)=[CH:4][CH:3]=1.C(O)(C(F)(F)F)=O. The catalyst is C(Cl)Cl. The product is [F:1][C:2]1[CH:45]=[CH:44][C:5]([CH2:6][C:7]2[N:11]([CH2:12][C:13]([OH:15])=[O:14])[N:10]=[C:9]([C:20]3[N:21]=[CH:22][NH:23][CH:24]=3)[CH:8]=2)=[CH:4][CH:3]=1. The yield is 0.800.